From a dataset of Reaction yield outcomes from USPTO patents with 853,638 reactions. Predict the reaction yield, written as a fraction of the theoretical maximum amount of product (1.0 means a 100% yield; for example, 0.34 means a 34% yield). (1) The reactants are O.Cl.[NH:3]1[CH2:8][CH2:7][C:6](=[O:9])[CH2:5][CH2:4]1.[C:10]([CH:12]=[C:13]1[CH2:16][N:15]([C:17]([O:19][C:20]([CH3:23])([CH3:22])[CH3:21])=[O:18])[CH2:14]1)#[N:11].C1CCN2C(=NCCC2)CC1. The catalyst is C(#N)C.CCOC(C)=O. The product is [C:10]([CH2:12][C:13]1([N:3]2[CH2:8][CH2:7][C:6](=[O:9])[CH2:5][CH2:4]2)[CH2:16][N:15]([C:17]([O:19][C:20]([CH3:23])([CH3:22])[CH3:21])=[O:18])[CH2:14]1)#[N:11]. The yield is 0.410. (2) The reactants are [F:1][C:2]1[CH:7]=[CH:6][C:5]([C:8]2[N:9]=[C:10]3[CH:15]=[CH:14][C:13]([C:16]([NH:18][O:19][C:20](OCC)=[O:21])=[NH:17])=[CH:12][N:11]3[CH:25]=2)=[CH:4][CH:3]=1.C(=O)([O-])[O-].[Na+].[Na+]. No catalyst specified. The product is [F:1][C:2]1[CH:7]=[CH:6][C:5]([C:8]2[N:9]=[C:10]3[CH:15]=[CH:14][C:13]([C:16]4[NH:17][C:20](=[O:21])[O:19][N:18]=4)=[CH:12][N:11]3[CH:25]=2)=[CH:4][CH:3]=1. The yield is 0.140. (3) The reactants are [S:1]1[C:5]2=[CH:6][N:7]=[CH:8][CH:9]=[C:4]2[CH:3]=[CH:2]1.C([Li])CCC.[CH3:15][Sn:16](Cl)([CH3:18])[CH3:17]. The catalyst is C1COCC1. The product is [CH3:15][Sn:16]([CH3:18])([CH3:17])[C:2]1[S:1][C:5]2=[CH:6][N:7]=[CH:8][CH:9]=[C:4]2[CH:3]=1. The yield is 0.710. (4) The reactants are [NH2:1][C:2]1[N:3]([CH3:26])[C:4](=[O:25])[C:5]2([C:15]3[C:10](=[CH:11][CH:12]=[C:13](Br)[CH:14]=3)[O:9][CH:8]([C:17]3[CH:22]=[CH:21][CH:20]=[C:19]([F:23])[C:18]=3[F:24])[CH2:7]2)[N:6]=1.[C:27]([C:29]1[CH:30]=[C:31](B(O)O)[CH:32]=[CH:33][CH:34]=1)#[N:28].C(=O)([O-])[O-].[Cs+].[Cs+]. The catalyst is O1CCOCC1.Cl[Pd](Cl)([P](C1C=CC=CC=1)(C1C=CC=CC=1)C1C=CC=CC=1)[P](C1C=CC=CC=1)(C1C=CC=CC=1)C1C=CC=CC=1. The product is [NH2:1][C:2]1[N:3]([CH3:26])[C:4](=[O:25])[C:5]2([C:15]3[C:10](=[CH:11][CH:12]=[C:13]([C:33]4[CH:34]=[C:29]([CH:30]=[CH:31][CH:32]=4)[C:27]#[N:28])[CH:14]=3)[O:9][CH:8]([C:17]3[CH:22]=[CH:21][CH:20]=[C:19]([F:23])[C:18]=3[F:24])[CH2:7]2)[N:6]=1. The yield is 0.270. (5) The reactants are [CH3:1][C:2]1([CH:9]2[CH2:13][CH2:12][CH2:11][CH:10]2[CH3:14])[NH:6][C:5](=[O:7])[NH:4][C:3]1=[O:8].[CH3:15][O:16][C:17]1[CH:24]=[CH:23][C:20]([CH2:21]Cl)=[CH:19][CH:18]=1. No catalyst specified. The product is [CH3:15][O:16][C:17]1[CH:24]=[CH:23][C:20]([CH2:21][N:4]2[C:3](=[O:8])[C:2]([CH3:1])([CH:9]3[CH2:13][CH2:12][CH2:11][CH:10]3[CH3:14])[NH:6][C:5]2=[O:7])=[CH:19][CH:18]=1. The yield is 1.00. (6) The reactants are [CH2:1]([NH:8][C:9]1[C:14]([N+:15]([O-:17])=[O:16])=[C:13]([NH:18][CH2:19][C:20]2[CH:25]=[CH:24][CH:23]=[CH:22][CH:21]=2)[N:12]=[C:11]([CH2:26][CH:27]=[O:28])[CH:10]=1)[C:2]1[CH:7]=[CH:6][CH:5]=[CH:4][CH:3]=1.[BH4-].[Na+]. The catalyst is ClCCl. The product is [CH2:1]([NH:8][C:9]1[C:14]([N+:15]([O-:17])=[O:16])=[C:13]([NH:18][CH2:19][C:20]2[CH:25]=[CH:24][CH:23]=[CH:22][CH:21]=2)[N:12]=[C:11]([CH2:26][CH2:27][OH:28])[CH:10]=1)[C:2]1[CH:7]=[CH:6][CH:5]=[CH:4][CH:3]=1. The yield is 0.530. (7) The reactants are [NH2:1][C:2]1[N:28]=[C:5]2[CH:6]=[CH:7][C:8]([O:10][C:11]3[CH:12]=[CH:13][C:14]([F:27])=[C:15]([NH:17][C:18]([C:20]4[N:24]([CH3:25])[N:23]=[C:22]([CH3:26])[CH:21]=4)=[O:19])[CH:16]=3)=[CH:9][N:4]2[N:3]=1.[CH:29]1([C:32](Cl)=[O:33])[CH2:31][CH2:30]1. The catalyst is CN(C)C(=O)C.C(=O)([O-])O.[Na+]. The product is [CH:29]1([C:32]([NH:1][C:2]2[N:28]=[C:5]3[CH:6]=[CH:7][C:8]([O:10][C:11]4[CH:12]=[CH:13][C:14]([F:27])=[C:15]([NH:17][C:18]([C:20]5[N:24]([CH3:25])[N:23]=[C:22]([CH3:26])[CH:21]=5)=[O:19])[CH:16]=4)=[CH:9][N:4]3[N:3]=2)=[O:33])[CH2:31][CH2:30]1. The yield is 0.710. (8) The reactants are [C:1]([C:3]1[CH:4]=[C:5]([CH:10]=[CH:11][CH:12]=1)[C:6]([NH:8]Cl)=O)#[N:2].C([O-])(O)=[O:14].[Na+].[Cl:18][C:19]1[CH:24]=[C:23]([C:25]([C:27]([F:30])([F:29])[F:28])=[CH2:26])[CH:22]=[C:21]([Cl:31])[CH:20]=1. The catalyst is C1COCC1. The product is [Cl:18][C:19]1[CH:24]=[C:23]([C:25]2([C:27]([F:28])([F:29])[F:30])[O:14][N:8]=[C:6]([C:5]3[CH:4]=[C:3]([CH:12]=[CH:11][CH:10]=3)[C:1]#[N:2])[CH2:26]2)[CH:22]=[C:21]([Cl:31])[CH:20]=1. The yield is 0.970. (9) The reactants are [NH2:1][C:2]1[N:10]=[CH:9][N:8]=[C:7]2[C:3]=1[N:4]([C:26]1[CH:31]=[CH:30][C:29]([O:32][C:33]3[CH:38]=[CH:37][CH:36]=[CH:35][CH:34]=3)=[CH:28][CH:27]=1)[C:5](=[O:25])[N:6]2[C:11]1[CH:12]=[C:13]([NH:17]C(=O)OC(C)(C)C)[CH:14]=[CH:15][CH:16]=1.C(O)(C(F)(F)F)=O. The catalyst is C(Cl)Cl. The product is [NH2:1][C:2]1[N:10]=[CH:9][N:8]=[C:7]2[C:3]=1[N:4]([C:26]1[CH:31]=[CH:30][C:29]([O:32][C:33]3[CH:34]=[CH:35][CH:36]=[CH:37][CH:38]=3)=[CH:28][CH:27]=1)[C:5](=[O:25])[N:6]2[C:11]1[CH:16]=[CH:15][CH:14]=[C:13]([NH2:17])[CH:12]=1. The yield is 1.00. (10) The reactants are [NH2:1][C:2]1[C:7]([CH2:8][OH:9])=[C:6]([C:10]2[CH2:11][N:12]([C:16]([O:18][C:19]([CH3:22])([CH3:21])[CH3:20])=[O:17])[CH2:13][CH2:14][CH:15]=2)[CH:5]=[C:4]([C:23]2[CH:28]=[CH:27][CH:26]=[CH:25][C:24]=2[O:29][CH2:30][C:31]2[CH:36]=[CH:35][C:34]([O:37][CH3:38])=[CH:33][CH:32]=2)[N:3]=1.C(N(CC)CC)C.Cl[C:47](Cl)([O:49]C(=O)OC(Cl)(Cl)Cl)Cl. The catalyst is C1COCC1. The product is [CH3:38][O:37][C:34]1[CH:33]=[CH:32][C:31]([CH2:30][O:29][C:24]2[CH:25]=[CH:26][CH:27]=[CH:28][C:23]=2[C:4]2[CH:5]=[C:6]([C:10]3[CH2:11][N:12]([C:16]([O:18][C:19]([CH3:22])([CH3:21])[CH3:20])=[O:17])[CH2:13][CH2:14][CH:15]=3)[C:7]3[CH2:8][O:9][C:47](=[O:49])[NH:1][C:2]=3[N:3]=2)=[CH:36][CH:35]=1. The yield is 0.830.